From a dataset of Forward reaction prediction with 1.9M reactions from USPTO patents (1976-2016). Predict the product of the given reaction. (1) Given the reactants [F:1][C:2]1([F:21])[O:6][C:5]2[CH:7]=[CH:8][C:9]([C:11]#[C:12][CH2:13][O:14]C3CCCCO3)=[CH:10][C:4]=2[O:3]1, predict the reaction product. The product is: [F:21][C:2]1([F:1])[O:6][C:5]2[CH:7]=[CH:8][C:9]([CH2:11][CH2:12][CH2:13][OH:14])=[CH:10][C:4]=2[O:3]1. (2) Given the reactants [CH3:1][N:2]1[C:7](SC)=[N:6][C:5]([C:10]2[CH:15]=[CH:14][N:13]=[CH:12][CH:11]=2)=[N:4][C:3]1=[O:16].Cl.[NH2:18][CH2:19][C:20]([C:22]1[CH:27]=[CH:26][CH:25]=[CH:24][CH:23]=1)=[O:21].C(=O)([O-])[O-].[K+].[K+], predict the reaction product. The product is: [CH3:1][N:2]1[C:7]([NH:18][CH2:19][C:20](=[O:21])[C:22]2[CH:27]=[CH:26][CH:25]=[CH:24][CH:23]=2)=[N:6][C:5]([C:10]2[CH:15]=[CH:14][N:13]=[CH:12][CH:11]=2)=[N:4][C:3]1=[O:16].